From a dataset of Forward reaction prediction with 1.9M reactions from USPTO patents (1976-2016). Predict the product of the given reaction. (1) Given the reactants [NH2:1][C:2]1[CH:7]=[CH:6][C:5]([F:8])=[CH:4][C:3]=1[NH:9][C:10]1[N:18]=[C:17]2[C:13]([NH:14][C:15](=[O:30])[N:16]2[C@H:19]2[C:28]3[C:23](=[C:24]([F:29])[CH:25]=[CH:26][CH:27]=3)[O:22][CH2:21][CH2:20]2)=[C:12]([Cl:31])[N:11]=1.[CH3:32]OC(OC)OC.CS(O)(=O)=O, predict the reaction product. The product is: [Cl:31][C:12]1[N:11]=[C:10]([N:9]2[C:3]3[CH:4]=[C:5]([F:8])[CH:6]=[CH:7][C:2]=3[N:1]=[CH:32]2)[N:18]=[C:17]2[C:13]=1[NH:14][C:15](=[O:30])[N:16]2[C@H:19]1[C:28]2[C:23](=[C:24]([F:29])[CH:25]=[CH:26][CH:27]=2)[O:22][CH2:21][CH2:20]1. (2) The product is: [N+:30]([C:33]1[CH:38]=[C:37]([C:2]2[C:10]3[O:9][CH2:8][CH:7]([C:11]4[CH:16]=[CH:15][C:14]([CH:17]([CH3:19])[CH3:18])=[CH:13][CH:12]=4)[C:6]=3[C:5]([CH3:20])=[C:4]([NH:21][C:22](=[O:28])[CH2:23][C:24]([CH3:25])([CH3:26])[CH3:27])[C:3]=2[CH3:29])[CH:36]=[CH:35][CH:34]=1)([O-:32])=[O:31]. Given the reactants Br[C:2]1[C:10]2[O:9][CH2:8][CH:7]([C:11]3[CH:16]=[CH:15][C:14]([CH:17]([CH3:19])[CH3:18])=[CH:13][CH:12]=3)[C:6]=2[C:5]([CH3:20])=[C:4]([NH:21][C:22](=[O:28])[CH2:23][C:24]([CH3:27])([CH3:26])[CH3:25])[C:3]=1[CH3:29].[N+:30]([C:33]1[CH:34]=[C:35](B(O)O)[CH:36]=[CH:37][CH:38]=1)([O-:32])=[O:31], predict the reaction product. (3) Given the reactants C([O:3][C:4]([C:6]1[N:7]=[C:8]2[C:13]([C:14]([F:17])([F:16])[F:15])=[CH:12][C:11](Br)=[CH:10][N:9]2[C:19]=1[Cl:20])=[O:5])C.[NH:21]1[CH:25]=[C:24](B2OC(C)(C)C(C)(C)O2)[CH:23]=[N:22]1, predict the reaction product. The product is: [Cl:20][C:19]1[N:9]2[CH:10]=[C:11]([C:24]3[CH:25]=[N:21][NH:22][CH:23]=3)[CH:12]=[C:13]([C:14]([F:15])([F:16])[F:17])[C:8]2=[N:7][C:6]=1[C:4]([OH:3])=[O:5]. (4) Given the reactants [NH2:1][C@@H:2]([C:6]1[C:7]([F:31])=[C:8]([C:12]2[CH:17]=[CH:16][CH:15]=[C:14]([CH2:18][O:19][C:20]3[CH:25]=[CH:24][CH:23]=[CH:22][C:21]=3[CH2:26][C:27]([O:29]C)=[O:28])[CH:13]=2)[CH:9]=[CH:10][CH:11]=1)[CH2:3][CH2:4][CH3:5].[Li+].[OH-].Cl, predict the reaction product. The product is: [NH2:1][C@@H:2]([C:6]1[C:7]([F:31])=[C:8]([C:12]2[CH:17]=[CH:16][CH:15]=[C:14]([CH2:18][O:19][C:20]3[CH:25]=[CH:24][CH:23]=[CH:22][C:21]=3[CH2:26][C:27]([OH:29])=[O:28])[CH:13]=2)[CH:9]=[CH:10][CH:11]=1)[CH2:3][CH2:4][CH3:5]. (5) The product is: [CH:1]([O:4][C:5]1[CH:25]=[CH:24][C:8]([C:9]2[NH:23][C:21](=[O:22])[C:13]3[O:14][C:15]4[CH:20]=[CH:19][CH:18]=[CH:17][C:16]=4[C:12]=3[N:11]=2)=[CH:7][CH:6]=1)([CH3:3])[CH3:2]. Given the reactants [CH:1]([O:4][C:5]1[CH:25]=[CH:24][C:8]([C:9]([NH:11][C:12]2[C:16]3[CH:17]=[CH:18][CH:19]=[CH:20][C:15]=3[O:14][C:13]=2[C:21]([NH2:23])=[O:22])=O)=[CH:7][CH:6]=1)([CH3:3])[CH3:2].CC([O-])(C)C.[K+], predict the reaction product. (6) Given the reactants O[CH2:2][CH:3]1[C:20]2[C@:15]([CH3:22])([CH:16]=[CH:17][C:18](=[O:21])[CH:19]=2)[C@@H:14]2[C@H:5]([C@H:6]3[C@@:10]([CH2:12][CH2:13]2)([CH3:11])[C:9](=[O:23])[CH2:8][CH2:7]3)[CH2:4]1.O.C1(C)C=CC(S(O)(=O)=O)=CC=1.C(=O)(O)[O-].[Na+], predict the reaction product. The product is: [CH3:11][C@@:10]12[C:9](=[O:23])[CH2:8][CH2:7][C@H:6]1[C@@H:5]1[CH2:4][C:3]([C:20]3[C@@:15]([CH3:22])([C@H:14]1[CH2:13][CH2:12]2)[CH:16]=[CH:17][C:18](=[O:21])[CH:19]=3)=[CH2:2]. (7) Given the reactants [C:1]12([C:13]([O:15]C)=[O:14])[CH2:8][CH2:7][C:4]([C:9]([O:11][CH3:12])=[O:10])([CH2:5][CH2:6]1)[CH2:3][CH2:2]2.[OH-].[Na+], predict the reaction product. The product is: [CH3:12][O:11][C:9]([C:4]12[CH2:7][CH2:8][C:1]([C:13]([OH:15])=[O:14])([CH2:6][CH2:5]1)[CH2:2][CH2:3]2)=[O:10].